This data is from Reaction yield outcomes from USPTO patents with 853,638 reactions. The task is: Predict the reaction yield, written as a fraction of the theoretical maximum amount of product (1.0 means a 100% yield; for example, 0.34 means a 34% yield). (1) The reactants are Br[C:2]1[CH:3]=[C:4]2[C:8](=[C:9]([C:11]([NH2:13])=[O:12])[CH:10]=1)[NH:7][CH:6]=[C:5]2[CH:14]1[CH2:19][CH2:18][N:17]([S:20]([CH2:23][CH3:24])(=[O:22])=[O:21])[CH2:16][CH2:15]1.C(=O)([O-])[O-].[Cs+].[Cs+].[CH3:31][N:32]([CH3:51])[S:33]([C:36]1[CH:41]=[CH:40][C:39](B2OC(C)(C)C(C)(C)O2)=[CH:38][CH:37]=1)(=[O:35])=[O:34]. The catalyst is C1C=CC([P]([Pd]([P](C2C=CC=CC=2)(C2C=CC=CC=2)C2C=CC=CC=2)([P](C2C=CC=CC=2)(C2C=CC=CC=2)C2C=CC=CC=2)[P](C2C=CC=CC=2)(C2C=CC=CC=2)C2C=CC=CC=2)(C2C=CC=CC=2)C2C=CC=CC=2)=CC=1. The product is [CH3:51][N:32]([CH3:31])[S:33]([C:36]1[CH:37]=[CH:38][C:39]([C:2]2[CH:3]=[C:4]3[C:8](=[C:9]([C:11]([NH2:13])=[O:12])[CH:10]=2)[NH:7][CH:6]=[C:5]3[CH:14]2[CH2:15][CH2:16][N:17]([S:20]([CH2:23][CH3:24])(=[O:21])=[O:22])[CH2:18][CH2:19]2)=[CH:40][CH:41]=1)(=[O:34])=[O:35]. The yield is 0.320. (2) The reactants are [Br:1][C:2]1[S:3][C:4]([C:15](=[NH:17])[NH2:16])=[C:5]([C:7]2[CH:12]=[CH:11][C:10]([Cl:13])=[CH:9][C:8]=2[Cl:14])[N:6]=1.C(=O)([O-])[O-].[K+].[K+].Cl[CH2:25][C:26](=O)[CH3:27]. The catalyst is C(Cl)Cl. The product is [Br:1][C:2]1[S:3][C:4]([C:15]2[NH:16][CH:25]=[C:26]([CH3:27])[N:17]=2)=[C:5]([C:7]2[CH:12]=[CH:11][C:10]([Cl:13])=[CH:9][C:8]=2[Cl:14])[N:6]=1. The yield is 0.700. (3) The reactants are [F:1][C:2]1[CH:10]=[C:9](O)[CH:8]=[CH:7][C:3]=1[C:4]([OH:6])=O.[C:12](=[O:15])([O-])[O-].[K+].[K+].FC(F)(F)S(O[CH2:24][C:25]([F:28])([F:27])[F:26])(=O)=O.[OH2:31]. The catalyst is CN(C=O)C. The product is [F:1][C:2]1[CH:10]=[C:9]([O:15][CH2:12][C:25]([F:28])([F:27])[F:26])[CH:8]=[CH:7][C:3]=1[C:4]([O:6][CH2:24][C:25]([F:28])([F:27])[F:26])=[O:31]. The yield is 0.770. (4) The reactants are Cl[C:2]1[N:20]=[CH:19][CH:18]=[CH:17][C:3]=1[C:4]([NH:6][C:7]1[CH:12]=[CH:11][CH:10]=[CH:9][C:8]=1[NH:13][CH:14]1[CH2:16][CH2:15]1)=[O:5].[H-].[Na+]. The catalyst is N1C=CC=CC=1. The product is [CH:14]1([N:13]2[C:2]3[N:20]=[CH:19][CH:18]=[CH:17][C:3]=3[C:4](=[O:5])[NH:6][C:7]3[CH:12]=[CH:11][CH:10]=[CH:9][C:8]2=3)[CH2:16][CH2:15]1. The yield is 0.850. (5) The reactants are [CH2:1]([O:8][C:9]1[CH:10]=[C:11]([C:16]2[N:21]=[C:20]([C:22]([O:24][CH3:25])=[O:23])[CH:19]=[CH:18][C:17]=2[OH:26])[CH:12]=[CH:13][C:14]=1[Cl:15])[C:2]1[CH:7]=[CH:6][CH:5]=[CH:4][CH:3]=1.[F:27][C:28]([F:41])([F:40])[S:29](O[S:29]([C:28]([F:41])([F:40])[F:27])(=[O:31])=[O:30])(=[O:31])=[O:30]. The catalyst is C(Cl)Cl. The product is [CH2:1]([O:8][C:9]1[CH:10]=[C:11]([C:16]2[N:21]=[C:20]([C:22]([O:24][CH3:25])=[O:23])[CH:19]=[CH:18][C:17]=2[O:26][S:29]([C:28]([F:41])([F:40])[F:27])(=[O:31])=[O:30])[CH:12]=[CH:13][C:14]=1[Cl:15])[C:2]1[CH:7]=[CH:6][CH:5]=[CH:4][CH:3]=1. The yield is 0.900. (6) The reactants are Cl[C:2]1[C:3]2[CH:20]=[CH:19][C:18](=[O:21])[N:17]([C:22]3[C:27]([F:28])=[CH:26][CH:25]=[CH:24][C:23]=3[F:29])[C:4]=2[N:5]=[C:6]([NH:8][CH2:9][CH2:10][CH2:11][N:12]([CH2:15][CH3:16])[CH2:13][CH3:14])[N:7]=1.CC1(C)C(C)(C)OB([C:38]2[CH:46]=[CH:45][C:41]([C:42]([OH:44])=[O:43])=[CH:40][CH:39]=2)O1.C(=O)([O-])[O-].[K+].[K+]. The catalyst is O1CCOCC1.O.C1C=CC([P]([Pd]([P](C2C=CC=CC=2)(C2C=CC=CC=2)C2C=CC=CC=2)([P](C2C=CC=CC=2)(C2C=CC=CC=2)C2C=CC=CC=2)[P](C2C=CC=CC=2)(C2C=CC=CC=2)C2C=CC=CC=2)(C2C=CC=CC=2)C2C=CC=CC=2)=CC=1. The product is [CH2:13]([N:12]([CH2:15][CH3:16])[CH2:11][CH2:10][CH2:9][NH:8][C:6]1[N:7]=[C:2]([C:38]2[CH:46]=[CH:45][C:41]([C:42]([OH:44])=[O:43])=[CH:40][CH:39]=2)[C:3]2[CH:20]=[CH:19][C:18](=[O:21])[N:17]([C:22]3[C:27]([F:28])=[CH:26][CH:25]=[CH:24][C:23]=3[F:29])[C:4]=2[N:5]=1)[CH3:14]. The yield is 0.720. (7) The reactants are [CH2:1]([O:3][C:4]([C:6]1[CH:7]([C:18]([F:21])([F:20])[F:19])[O:8][C:9]2[C:14]([CH:15]=1)=[CH:13][C:12]([Cl:16])=[CH:11][C:10]=2I)=[O:5])[CH3:2].[F:22][C:23]1[CH:28]=[CH:27][CH:26]=[CH:25][C:24]=1[C:29]#[CH:30]. The catalyst is C1C=CC([P]([Pd]([P](C2C=CC=CC=2)(C2C=CC=CC=2)C2C=CC=CC=2)([P](C2C=CC=CC=2)(C2C=CC=CC=2)C2C=CC=CC=2)[P](C2C=CC=CC=2)(C2C=CC=CC=2)C2C=CC=CC=2)(C2C=CC=CC=2)C2C=CC=CC=2)=CC=1.[Cu]I. The product is [CH2:1]([O:3][C:4]([C:6]1[CH:7]([C:18]([F:21])([F:20])[F:19])[O:8][C:9]2[C:14]([CH:15]=1)=[CH:13][C:12]([Cl:16])=[CH:11][C:10]=2[C:30]#[C:29][C:24]1[CH:25]=[CH:26][CH:27]=[CH:28][C:23]=1[F:22])=[O:5])[CH3:2]. The yield is 0.890. (8) The reactants are [CH3:1][O:2][C:3](=[O:15])[C:4]1[CH:9]=[CH:8][C:7]([CH3:10])=[CH:6][C:5]=1[O:11][CH:12]([CH3:14])[CH3:13].C(OOC(=O)C1C=CC=CC=1)(=O)C1C=CC=CC=1.C1C(=O)N([Br:41])C(=O)C1. The catalyst is C(Cl)(Cl)(Cl)Cl. The product is [CH3:1][O:2][C:3](=[O:15])[C:4]1[CH:9]=[CH:8][C:7]([CH2:10][Br:41])=[CH:6][C:5]=1[O:11][CH:12]([CH3:13])[CH3:14]. The yield is 0.510. (9) The reactants are [NH2:1][C:2]1[NH:6][N:5]=[CH:4][C:3]=1[C:7]([C:9]1[S:10][CH:11]=[CH:12][CH:13]=1)=[O:8].[Cl:14][C:15]1[CH:20]=[CH:19][C:18]([C:21](=O)[CH:22]=[CH:23]N(C)C)=[CH:17][C:16]=1[N:28]([CH3:32])[C:29](=[O:31])[CH3:30].C(OCC)(=O)C. The catalyst is C(O)(=O)C. The product is [Cl:14][C:15]1[CH:20]=[CH:19][C:18]([C:21]2[N:6]3[N:5]=[CH:4][C:3]([C:7]([C:9]4[S:10][CH:11]=[CH:12][CH:13]=4)=[O:8])=[C:2]3[N:1]=[CH:23][CH:22]=2)=[CH:17][C:16]=1[N:28]([CH3:32])[C:29](=[O:31])[CH3:30]. The yield is 0.790.